From a dataset of Peptide-MHC class I binding affinity with 185,985 pairs from IEDB/IMGT. Regression. Given a peptide amino acid sequence and an MHC pseudo amino acid sequence, predict their binding affinity value. This is MHC class I binding data. (1) The peptide sequence is GYVLGVFLR. The MHC is HLA-A33:01 with pseudo-sequence HLA-A33:01. The binding affinity (normalized) is 0.306. (2) The peptide sequence is SWSSRRSLLGR. The MHC is H-2-Kd with pseudo-sequence H-2-Kd. The binding affinity (normalized) is 0. (3) The peptide sequence is EIPDVLNSL. The MHC is HLA-B58:01 with pseudo-sequence HLA-B58:01. The binding affinity (normalized) is 0.0847. (4) The peptide sequence is KSKNINIEVK. The MHC is HLA-A11:01 with pseudo-sequence HLA-A11:01. The binding affinity (normalized) is 0.414. (5) The peptide sequence is SLFIESSICL. The MHC is HLA-A02:02 with pseudo-sequence HLA-A02:02. The binding affinity (normalized) is 0.575.